Predict the product of the given reaction. From a dataset of Forward reaction prediction with 1.9M reactions from USPTO patents (1976-2016). The product is: [NH2:2][CH2:1][C:3]1[N:8]=[C:7]([C:9]2[CH:14]=[CH:13][CH:12]=[C:11]([C:15]([O:17][CH3:18])=[O:16])[N:10]=2)[CH:6]=[CH:5][CH:4]=1. Given the reactants [C:1]([C:3]1[N:8]=[C:7]([C:9]2[CH:14]=[CH:13][CH:12]=[C:11]([C:15]([O:17][CH3:18])=[O:16])[N:10]=2)[CH:6]=[CH:5][CH:4]=1)#[N:2], predict the reaction product.